Dataset: Forward reaction prediction with 1.9M reactions from USPTO patents (1976-2016). Task: Predict the product of the given reaction. (1) Given the reactants [CH3:1][O:2][C:3]1[CH:8]=[CH:7][CH:6]=[CH:5][C:4]=1[N:9]1[CH2:14][CH2:13][C:12]([CH2:23][NH2:24])([C:15]2[CH:20]=[CH:19][CH:18]=[C:17]([O:21][CH3:22])[CH:16]=2)[CH2:11][CH2:10]1.C(N(CC)CC)C.[CH2:32]([O:34][C:35](Cl)=[O:36])[CH3:33].C(=O)([O-])O.[Na+], predict the reaction product. The product is: [CH3:1][O:2][C:3]1[CH:8]=[CH:7][CH:6]=[CH:5][C:4]=1[N:9]1[CH2:14][CH2:13][C:12]([CH2:23][NH:24][C:35](=[O:36])[O:34][CH2:32][CH3:33])([C:15]2[CH:20]=[CH:19][CH:18]=[C:17]([O:21][CH3:22])[CH:16]=2)[CH2:11][CH2:10]1. (2) Given the reactants [I:1][C:2]1[CH:3]=[CH:4][C:5]2[N:6]([C:8]([CH3:15])=[C:9]([C:11]([O:13]C)=[O:12])[N:10]=2)[N:7]=1, predict the reaction product. The product is: [I:1][C:2]1[CH:3]=[CH:4][C:5]2[N:6]([C:8]([CH3:15])=[C:9]([C:11]([OH:13])=[O:12])[N:10]=2)[N:7]=1. (3) Given the reactants [CH3:1][O:2][C:3]1[C:11]2[N:10]=[C:9]([C:12]3[S:13][CH:14]=[CH:15][CH:16]=3)[NH:8][C:7]=2[C:6]([C:17]([OH:19])=O)=[CH:5][CH:4]=1.[NH2:20][CH:21]1[CH2:26][CH2:25][N:24]([C:27]([O:29][C:30]([CH3:33])([CH3:32])[CH3:31])=[O:28])[CH2:23][CH2:22]1, predict the reaction product. The product is: [CH3:1][O:2][C:3]1[C:11]2[NH:10][C:9]([C:12]3[S:13][CH:14]=[CH:15][CH:16]=3)=[N:8][C:7]=2[C:6]([C:17]([NH:20][CH:21]2[CH2:22][CH2:23][N:24]([C:27]([O:29][C:30]([CH3:33])([CH3:32])[CH3:31])=[O:28])[CH2:25][CH2:26]2)=[O:19])=[CH:5][CH:4]=1. (4) Given the reactants CO[C:3](=[O:12])[C:4]1[CH:9]=[C:8](Br)[C:7](Cl)=[N:6][CH:5]=1.[NH:13]1[CH2:17][CH2:16][CH2:15][CH2:14]1.[Cl:18][C:19]1[CH:20]=[C:21](B(O)O)[CH:22]=[CH:23][C:24]=1[Cl:25].[NH2:29][C@H:30]([CH2:35][OH:36])[CH2:31][CH:32]([CH3:34])[CH3:33], predict the reaction product. The product is: [Cl:18][C:19]1[CH:20]=[C:21]([C:8]2[C:7]([N:13]3[CH2:17][CH2:16][CH2:15][CH2:14]3)=[N:6][CH:5]=[C:4]([CH:9]=2)[C:3]([NH:29][C@H:30]([CH2:35][OH:36])[CH2:31][CH:32]([CH3:34])[CH3:33])=[O:12])[CH:22]=[CH:23][C:24]=1[Cl:25]. (5) Given the reactants [NH2:1][C:2]1[C:3]([C:15]([NH:17][CH3:18])=[O:16])=[N:4][C:5]([C:8]2[CH:13]=[CH:12][CH:11]=[C:10]([NH2:14])[CH:9]=2)=[CH:6][N:7]=1.[CH2:19]([N:26]=[C:27]=[O:28])[C:20]1[CH:25]=[CH:24][CH:23]=[CH:22][CH:21]=1, predict the reaction product. The product is: [NH2:1][C:2]1[C:3]([C:15]([NH:17][CH3:18])=[O:16])=[N:4][C:5]([C:8]2[CH:13]=[CH:12][CH:11]=[C:10]([NH:14][C:27]([NH:26][CH2:19][C:20]3[CH:25]=[CH:24][CH:23]=[CH:22][CH:21]=3)=[O:28])[CH:9]=2)=[CH:6][N:7]=1. (6) Given the reactants [Si:1]([O:8][CH:9]1[CH2:14][CH2:13][CH2:12][N:11]([C:15]2[CH:20]=[CH:19][N:18]=[CH:17][C:16]=2[NH2:21])[CH2:10]1)([C:4]([CH3:7])([CH3:6])[CH3:5])([CH3:3])[CH3:2].[NH2:22][C:23]1[C:24]([C:30](O)=[O:31])=[N:25][C:26]([Br:29])=[CH:27][CH:28]=1, predict the reaction product. The product is: [NH2:22][C:23]1[C:24]([C:30]([NH:21][C:16]2[CH:17]=[N:18][CH:19]=[CH:20][C:15]=2[N:11]2[CH2:12][CH2:13][CH2:14][CH:9]([O:8][Si:1]([C:4]([CH3:7])([CH3:5])[CH3:6])([CH3:3])[CH3:2])[CH2:10]2)=[O:31])=[N:25][C:26]([Br:29])=[CH:27][CH:28]=1. (7) Given the reactants [NH2:1][C:2]1[N:3]=[N:4][N:5]([CH2:7][O:8][CH3:9])[N:6]=1.[CH:10]1[C:23]2[CH:22]([C:24](Cl)=[O:25])[C:21]3[C:16](=[CH:17][CH:18]=[CH:19][CH:20]=3)[O:15][C:14]=2[CH:13]=[CH:12][CH:11]=1, predict the reaction product. The product is: [CH3:9][O:8][CH2:7][N:5]1[N:4]=[N:3][C:2]([NH:1][C:24]([CH:22]2[C:23]3[CH:10]=[CH:11][CH:12]=[CH:13][C:14]=3[O:15][C:16]3[C:21]2=[CH:20][CH:19]=[CH:18][CH:17]=3)=[O:25])=[N:6]1. (8) The product is: [CH3:31][O:30][C:27]1[N:26]=[C:25]([O:32][CH3:33])[C:24]([C:9]2[CH:17]=[C:16]([C:18]([F:19])([F:20])[F:21])[CH:15]=[C:14]3[C:10]=2[CH:11]=[N:12][NH:13]3)=[CH:29][N:28]=1. Given the reactants CC1(C)C(C)(C)OB([C:9]2[CH:17]=[C:16]([C:18]([F:21])([F:20])[F:19])[CH:15]=[C:14]3[C:10]=2[CH:11]=[N:12][NH:13]3)O1.I[C:24]1[C:25]([O:32][CH3:33])=[N:26][C:27]([O:30][CH3:31])=[N:28][CH:29]=1.C(=O)([O-])[O-].[Na+].[Na+], predict the reaction product. (9) Given the reactants [ClH:1].O1CCOCC1.[CH:8]1[C:18]2[CH:17]=[CH:16][C:15]3[CH:19]=[CH:20][CH:21]=[CH:22][C:14]=3[C:13](=[C:23]3[CH2:28][CH2:27][N:26]([C:29](=[O:45])[CH2:30][CH2:31][N:32]([CH2:40][C:41]([CH3:44])([CH3:43])[CH3:42])C(=O)OC(C)(C)C)[CH2:25][CH2:24]3)[C:12]=2[CH:11]=[CH:10][CH:9]=1, predict the reaction product. The product is: [ClH:1].[CH:19]1[C:15]2[CH:16]=[CH:17][C:18]3[CH:8]=[CH:9][CH:10]=[CH:11][C:12]=3[C:13](=[C:23]3[CH2:24][CH2:25][N:26]([C:29](=[O:45])[CH2:30][CH2:31][NH:32][CH2:40][C:41]([CH3:43])([CH3:42])[CH3:44])[CH2:27][CH2:28]3)[C:14]=2[CH:22]=[CH:21][CH:20]=1. (10) Given the reactants C(=O)([O-])[O-].[Na+].[Na+].[N:7]1[CH:12]=[C:11](B(O)O)[CH:10]=[N:9][CH:8]=1.[Br:16][C:17]1[CH:30]=[CH:29][C:28]2[O:27][C:26]3[C:21](=[CH:22][C:23](I)=[CH:24][CH:25]=3)[C:20]3([CH2:35][S:34][C:33]([NH:36][C:37]([CH3:40])([CH3:39])[CH3:38])=[N:32]3)[C:19]=2[CH:18]=1.COCCOC, predict the reaction product. The product is: [Br:16][C:17]1[CH:30]=[CH:29][C:28]2[O:27][C:26]3[C:21](=[CH:22][C:23]([C:11]4[CH:12]=[N:7][CH:8]=[N:9][CH:10]=4)=[CH:24][CH:25]=3)[C:20]3([CH2:35][S:34][C:33]([NH:36][C:37]([CH3:40])([CH3:39])[CH3:38])=[N:32]3)[C:19]=2[CH:18]=1.